From a dataset of Full USPTO retrosynthesis dataset with 1.9M reactions from patents (1976-2016). Predict the reactants needed to synthesize the given product. (1) The reactants are: [Cl:1][C:2]1[CH:7]=[CH:6][C:5]([CH:8]2[C:15]3[C:14]([CH3:16])=[N:13][N:12]([C:17]4[C:18]([O:23][CH3:24])=[N:19][CH:20]=[CH:21][CH:22]=4)[C:11]=3[C:10](=[O:25])[NH:9]2)=[CH:4][CH:3]=1.I[C:27]1[CH:28]=[C:29]([CH3:35])[C:30](=[O:34])[N:31]([CH3:33])[CH:32]=1. Given the product [Cl:1][C:2]1[CH:7]=[CH:6][C:5]([CH:8]2[C:15]3[C:14]([CH3:16])=[N:13][N:12]([C:17]4[C:18]([O:23][CH3:24])=[N:19][CH:20]=[CH:21][CH:22]=4)[C:11]=3[C:10](=[O:25])[N:9]2[C:27]2[CH:28]=[C:29]([CH3:35])[C:30](=[O:34])[N:31]([CH3:33])[CH:32]=2)=[CH:4][CH:3]=1, predict the reactants needed to synthesize it. (2) Given the product [NH2:5][CH2:4][C@H:3]([N:16]1[CH2:20][CH2:19][C@H:18]([NH:21][C:22](=[O:33])[C:23]2[CH:28]=[CH:27][CH:26]=[C:25]([C:29]([F:31])([F:32])[F:30])[CH:24]=2)[C:17]1=[O:34])[C@@H:2]([OH:1])[CH2:35][CH2:36][CH3:37], predict the reactants needed to synthesize it. The reactants are: [OH:1][C@@H:2]([C:35]#[C:36][CH3:37])[C@@H:3]([N:16]1[CH2:20][CH2:19][C@H:18]([NH:21][C:22](=[O:33])[C:23]2[CH:28]=[CH:27][CH:26]=[C:25]([C:29]([F:32])([F:31])[F:30])[CH:24]=2)[C:17]1=[O:34])[CH2:4][NH:5]C(=O)OCC1C=CC=CC=1. (3) Given the product [NH2:18][C@@H:9]([CH2:10][S:11][C:12]1[CH:17]=[CH:16][CH:15]=[CH:14][CH:13]=1)[CH2:8][C:7]([N:4]1[CH2:5][CH2:6][O:1][CH2:2][CH2:3]1)=[O:29], predict the reactants needed to synthesize it. The reactants are: [O:1]1[CH2:6][CH2:5][N:4]([C:7](=[O:29])[CH2:8][C@@H:9]([NH:18]C(=O)OCC2C=CC=CC=2)[CH2:10][S:11][C:12]2[CH:17]=[CH:16][CH:15]=[CH:14][CH:13]=2)[CH2:3][CH2:2]1. (4) Given the product [F:13][C:7]1[CH:8]=[C:9]([F:12])[CH:10]=[CH:11][C:6]=1[C:4]1[NH:28][C:27](=[O:26])[NH:2][C:3]=1[C:14]1[CH:15]=[CH:16][C:17]2[N:18]([C:20]([CH:23]([CH3:25])[CH3:24])=[N:21][N:22]=2)[N:19]=1, predict the reactants needed to synthesize it. The reactants are: Cl.[NH2:2][CH:3]([C:14]1[CH:15]=[CH:16][C:17]2[N:18]([C:20]([CH:23]([CH3:25])[CH3:24])=[N:21][N:22]=2)[N:19]=1)[C:4]([C:6]1[CH:11]=[CH:10][C:9]([F:12])=[CH:8][C:7]=1[F:13])=O.[O-:26][C:27]#[N:28].[K+]. (5) Given the product [ClH:1].[CH3:21][N:22]1[C:26]([C:27]2[CH:32]=[CH:31][CH:30]=[CH:29][CH:28]=2)=[CH:25][N:24]=[C:23]1[S:33][CH2:2][CH2:3][CH2:4][N:5]1[CH2:10][C@H:9]2[C@:7]([C:11]3[CH:16]=[CH:15][C:14]([C:17]([F:20])([F:19])[F:18])=[CH:13][CH:12]=3)([CH2:8]2)[CH2:6]1, predict the reactants needed to synthesize it. The reactants are: [Cl:1][CH2:2][CH2:3][CH2:4][N:5]1[CH2:10][C@H:9]2[C@:7]([C:11]3[CH:16]=[CH:15][C:14]([C:17]([F:20])([F:19])[F:18])=[CH:13][CH:12]=3)([CH2:8]2)[CH2:6]1.[CH3:21][N:22]1[C:26]([C:27]2[CH:32]=[CH:31][CH:30]=[CH:29][CH:28]=2)=[CH:25][NH:24][C:23]1=[S:33]. (6) Given the product [CH:1]1([S:4]([N:7]2[CH:11]=[C:10]([C:12]3[N:17]=[C:16]([NH:18][C:19]4[N:24]=[CH:23][C:22]5[C:25]([CH:31]6[CH2:35][CH2:34][O:33][CH2:32]6)=[N:26][N:27]([CH:28]([CH3:30])[CH3:29])[C:21]=5[CH:20]=4)[CH:15]=[CH:14][N:13]=3)[CH:9]=[N:8]2)(=[O:5])=[O:6])[CH2:3][CH2:2]1, predict the reactants needed to synthesize it. The reactants are: [CH:1]1([S:4]([N:7]2[CH:11]=[C:10]([C:12]3[N:17]=[C:16]([NH:18][C:19]4[N:24]=[CH:23][C:22]5[C:25]([C:31]6[CH2:32][O:33][CH2:34][CH:35]=6)=[N:26][N:27]([CH:28]([CH3:30])[CH3:29])[C:21]=5[CH:20]=4)[CH:15]=[CH:14][N:13]=3)[CH:9]=[N:8]2)(=[O:6])=[O:5])[CH2:3][CH2:2]1.[H][H]. (7) Given the product [F:51][C:48]1[CH:49]=[CH:50][C:45]([CH:38]([CH:39]2[CH2:44][CH2:43][O:42][CH2:41][CH2:40]2)[N:24]2[C:25]3[CH:26]=[C:27]([C:34]([O:36][CH3:37])=[O:35])[CH:28]=[CH:29][C:30]=3[C:31]3[N:32]=[CH:33][C:21]([C:6]4[N:2]([CH3:1])[N:3]=[N:4][CH:5]=4)=[CH:22][C:23]2=3)=[CH:46][CH:47]=1, predict the reactants needed to synthesize it. The reactants are: [CH3:1][N:2]1[C:6]([Sn](CCCC)(CCCC)CCCC)=[CH:5][N:4]=[N:3]1.Br[C:21]1[CH:33]=[N:32][C:31]2[C:30]3[CH:29]=[CH:28][C:27]([C:34]([O:36][CH3:37])=[O:35])=[CH:26][C:25]=3[N:24]([CH:38]([C:45]3[CH:50]=[CH:49][C:48]([F:51])=[CH:47][CH:46]=3)[CH:39]3[CH2:44][CH2:43][O:42][CH2:41][CH2:40]3)[C:23]=2[CH:22]=1.C(N(CC)CC)C. (8) Given the product [Br:1][C:2]1[C:10]2[C:9]([NH:30][C:22]3[CH:23]=[C:24]4[C:28](=[CH:29][C:21]=3[O:20][CH:17]([CH3:19])[CH3:18])[NH:27][N:26]=[CH:25]4)=[N:8][CH:7]=[N:6][C:5]=2[NH:4][C:3]=1[C:12]([O:14][CH2:15][CH3:16])=[O:13], predict the reactants needed to synthesize it. The reactants are: [Br:1][C:2]1[C:10]2[C:9](Cl)=[N:8][CH:7]=[N:6][C:5]=2[NH:4][C:3]=1[C:12]([O:14][CH2:15][CH3:16])=[O:13].[CH:17]([O:20][C:21]1[CH:29]=[C:28]2[C:24]([CH:25]=[N:26][NH:27]2)=[CH:23][C:22]=1[NH2:30])([CH3:19])[CH3:18]. (9) Given the product [F:1][C:2]1[CH:3]=[C:4]2[C:8](=[CH:9][CH:10]=1)[NH:7][CH:6]=[C:5]2[CH2:11][CH2:12][CH2:13][N:14]([CH3:32])[CH2:15][CH:16]1[CH2:17][O:18][C:19]2[CH:20]=[CH:21][C:22]3[N:28]=[C:27]([CH3:29])[O:26][C:23]=3[C:24]=2[O:25]1, predict the reactants needed to synthesize it. The reactants are: [F:1][C:2]1[CH:3]=[C:4]2[C:8](=[CH:9][CH:10]=1)[NH:7][CH:6]=[C:5]2[CH2:11][CH2:12][CH2:13][NH:14][CH2:15][CH:16]1[O:25][C:24]2[C:19](=[CH:20][CH:21]=[C:22]3[N:28]=[C:27]([CH3:29])[O:26][C:23]3=2)[O:18][CH2:17]1.C=O.[C:32]([BH3-])#N.[Na+].C(O)(=O)C.